Task: Predict which catalyst facilitates the given reaction.. Dataset: Catalyst prediction with 721,799 reactions and 888 catalyst types from USPTO Reactant: [F:1][C:2]1[C:3]([CH:12]([CH3:14])[CH3:13])=[C:4]([C:10]#[N:11])[C:5](=[O:9])[NH:6][C:7]=1[CH3:8]. Product: [NH2:11][CH2:10][C:4]1[C:5](=[O:9])[NH:6][C:7]([CH3:8])=[C:2]([F:1])[C:3]=1[CH:12]([CH3:14])[CH3:13]. The catalyst class is: 94.